This data is from Full USPTO retrosynthesis dataset with 1.9M reactions from patents (1976-2016). The task is: Predict the reactants needed to synthesize the given product. (1) The reactants are: Cl.[Cl:2][C:3]1[CH:4]=[CH:5][C:6]([O:20][CH2:21][CH:22]([CH3:24])[CH3:23])=[C:7]([CH2:9][C:10]2[S:11][CH:12]=[C:13]([C:15](=[NH:19])OCC)[N:14]=2)[CH:8]=1.[F:25][C:26]1[C:31]([F:32])=[CH:30][C:29](N)=[C:28]([NH2:34])[CH:27]=1. Given the product [Cl:2][C:3]1[CH:4]=[CH:5][C:6]([O:20][CH2:21][CH:22]([CH3:23])[CH3:24])=[C:7]([CH2:9][C:10]2[S:11][CH:12]=[C:13]([C:15]3[NH:19][C:29]4[CH:30]=[C:31]([F:32])[C:26]([F:25])=[CH:27][C:28]=4[N:34]=3)[N:14]=2)[CH:8]=1, predict the reactants needed to synthesize it. (2) Given the product [OH:71][C:72]1[CH:73]=[CH:74][C:75]([CH2:95][CH:96]2[CH2:105][CH2:104][C:103]3[CH:102]=[C:101]([OH:106])[CH:100]=[CH:99][C:98]=3[CH2:97]2)=[C:76]([NH:78][CH2:79][C:80]2[CH:81]=[CH:82][C:83]([O:86][CH2:87][CH2:88][N:89]3[CH2:90][CH2:91][CH2:92][CH2:93][CH2:94]3)=[CH:84][CH:85]=2)[CH:77]=1, predict the reactants needed to synthesize it. The reactants are: N1(CCOC2C=CC(C#N)=CC=2)CCCCC1.[H-].[Al+3].[Li+].[H-].[H-].[H-].N1(CCOC2C=CC(CN)=CC=2)CCCCC1.FC(F)(F)S(OC1C=C(OC)C=CC=1CC1CCC2C(=CC=C(OC)C=2)C1)(=O)=O.C[O:71][C:72]1[CH:73]=[CH:74][C:75]([CH2:95][CH:96]2[CH2:105][CH2:104][C:103]3[C:98](=[CH:99][CH:100]=[C:101]([O:106]C)[CH:102]=3)[CH2:97]2)=[C:76]([NH:78][CH2:79][C:80]2[CH:85]=[CH:84][C:83]([O:86][CH2:87][CH2:88][N:89]3[CH2:94][CH2:93][CH2:92][CH2:91][CH2:90]3)=[CH:82][CH:81]=2)[CH:77]=1. (3) Given the product [NH2:39][C:40]1[C:48]2[C:43](=[C:44]([C:50]3[C:55]([C@@H:56]([NH:66][C:20](=[O:38])[CH2:21][N:22]4[C:30]5[C:29]([F:31])([F:32])[C@@H:28]6[CH2:27][C@@H:26]6[C:25]=5[C:24]([CH:35]([F:36])[F:37])=[N:23]4)[CH2:57][C:58]4[CH:63]=[C:62]([F:64])[CH:61]=[C:60]([F:65])[CH:59]=4)=[N:54][C:53]([C:67]#[C:68][C:69]([OH:71])([CH3:70])[CH3:72])=[CH:52][CH:51]=3)[CH:45]=[CH:46][C:47]=2[CH3:49])[N:42]([CH3:73])[N:41]=1, predict the reactants needed to synthesize it. The reactants are: BrC1C([C@@H](N[C:20](=[O:38])[CH2:21][N:22]2[C:30]3[C:29]([F:32])([F:31])[CH2:28][CH2:27][C:26](F)(F)[C:25]=3[C:24]([CH:35]([F:37])[F:36])=[N:23]2)CC2C=C(F)C=C(F)C=2)=NC=C(Br)C=1.[NH2:39][C:40]1[C:48]2[C:43](=[C:44]([C:50]3[CH:51]=[CH:52][C:53]([C:67]#[C:68][C:69]([CH3:72])([OH:71])[CH3:70])=[N:54][C:55]=3[C@@H:56]([NH2:66])[CH2:57][C:58]3[CH:63]=[C:62]([F:64])[CH:61]=[C:60]([F:65])[CH:59]=3)[CH:45]=[CH:46][C:47]=2[CH3:49])[N:42]([CH3:73])[N:41]=1.FC(F)C1C2[C@H]3C[C@H]3C(F)(F)C=2N(CC(O)=O)N=1. (4) The reactants are: [NH2:1][C:2]1[CH:3]=[CH:4][C:5]2[CH2:9][O:8][B:7]([OH:10])[C:6]=2[CH:11]=1.C(=O)([O-])[O-].[K+].[K+].[C:18]([C:20]1[C:21]([S:33](Cl)(=[O:35])=[O:34])=[N:22][CH:23]=[C:24]([NH:26][C:27](=[O:32])[C:28]([F:31])([F:30])[F:29])[CH:25]=1)#[N:19]. Given the product [C:18]([C:20]1[CH:25]=[C:24]([NH:26][C:27](=[O:32])[C:28]([F:31])([F:29])[F:30])[CH:23]=[N:22][C:21]=1[S:33](=[O:34])(=[O:35])[NH:1][C:2]1[CH:3]=[CH:4][C:5]2[CH2:9][O:8][B:7]([OH:10])[C:6]=2[CH:11]=1)#[N:19], predict the reactants needed to synthesize it. (5) Given the product [Cl:33][C:28]1[CH:27]=[C:26]([C:25]2[N:11]([C:6]3[CH:7]=[CH:8][C:9]([F:10])=[C:4]([C:2]#[N:3])[CH:5]=3)[N:12]=[C:23]([C:34]([O:36][CH2:37][CH3:38])=[O:35])[CH:24]=2)[CH:31]=[CH:30][CH:29]=1, predict the reactants needed to synthesize it. The reactants are: Cl.[C:2]([C:4]1[CH:5]=[C:6]([NH:11][NH2:12])[CH:7]=[CH:8][C:9]=1[F:10])#[N:3].ClC1C=C(N2[C:25]([C:26]3[CH:31]=[C:30](F)[CH:29]=[C:28]([Cl:33])[CH:27]=3)=[CH:24][C:23]([C:34]([O:36][CH2:37][CH3:38])=[O:35])=N2)C=CC=1F. (6) Given the product [Si:29]([O:36][CH2:37][CH2:38][C@@H:39]([NH:54][C:55]1[CH:60]=[CH:59][C:58]([C:61]#[N:62])=[C:57]([Cl:63])[C:56]=1[CH3:64])[C:40]1[O:41][C:44]([C:45]2[CH:50]=[CH:49][C:48]([C:51]#[N:52])=[CH:47][CH:46]=2)=[N:43][N:42]=1)([C:32]([CH3:34])([CH3:33])[CH3:35])([CH3:31])[CH3:30], predict the reactants needed to synthesize it. The reactants are: C1(P(C2C=CC=CC=2)C2C=CC=CC=2)C=CC=CC=1.II.C(N(CC)CC)C.[Si:29]([O:36][CH2:37][CH2:38][C@@H:39]([NH:54][C:55]1[CH:60]=[CH:59][C:58]([C:61]#[N:62])=[C:57]([Cl:63])[C:56]=1[CH3:64])[C:40]([NH:42][NH:43][C:44](=O)[C:45]1[CH:50]=[CH:49][C:48]([C:51]#[N:52])=[CH:47][CH:46]=1)=[O:41])([C:32]([CH3:35])([CH3:34])[CH3:33])([CH3:31])[CH3:30]. (7) The reactants are: [Br:1][C:2]1[C:7]([OH:8])=[CH:6][CH:5]=[CH:4][N:3]=1.S(=O)(=O)(O)O.[N+:14]([O-:17])([OH:16])=[O:15]. Given the product [Br:1][C:2]1[C:7]([OH:8])=[C:6]([N+:14]([O-:16])=[O:15])[CH:5]=[CH:4][N:3]=1.[Br:1][C:2]1[C:7]([OH:8])=[CH:6][CH:5]=[C:4]([N+:14]([O-:17])=[O:15])[N:3]=1, predict the reactants needed to synthesize it.